This data is from Reaction yield outcomes from USPTO patents with 853,638 reactions. The task is: Predict the reaction yield, written as a fraction of the theoretical maximum amount of product (1.0 means a 100% yield; for example, 0.34 means a 34% yield). (1) The reactants are [N:1]1([C:6]2[CH:11]=[CH:10][C:9]([C:12]([F:15])([F:14])[F:13])=[CH:8][C:7]=2[CH2:16][N:17]2[CH2:22][CH2:21][NH:20][CH2:19][CH2:18]2)[CH2:5][CH2:4][CH2:3][CH2:2]1.[C:23](=O)([O:32]N1C(=O)CCC1=O)[O:24][N:25]1[C:29](=[O:30])[CH2:28][CH2:27][C:26]1=[O:31].ClCCl.C(N(CC)C(C)C)(C)C. The catalyst is O. The product is [N:1]1([C:6]2[CH:11]=[CH:10][C:9]([C:12]([F:13])([F:14])[F:15])=[CH:8][C:7]=2[CH2:16][N:17]2[CH2:18][CH2:19][N:20]([C:23]([O:24][N:25]3[C:29](=[O:30])[CH2:28][CH2:27][C:26]3=[O:31])=[O:32])[CH2:21][CH2:22]2)[CH2:2][CH2:3][CH2:4][CH2:5]1. The yield is 0.220. (2) The product is [F:1][C:2]1[CH:7]=[CH:6][C:5]([C:8]([F:11])([F:9])[F:10])=[CH:4][C:3]=1[NH:12][C:13]([NH:15][C:16]1[CH:21]=[CH:20][C:19](/[C:22](/[C:28]2[CH:33]=[CH:32][C:31]([O:34][CH3:35])=[CH:30][CH:29]=2)=[CH:23]\[C:24]([NH2:26])=[O:25])=[CH:18][CH:17]=1)=[O:14]. The catalyst is CCOC(C)=O.C1C=CC(/C=C/C(/C=C/C2C=CC=CC=2)=O)=CC=1.C1C=CC(/C=C/C(/C=C/C2C=CC=CC=2)=O)=CC=1.[Pd]. The yield is 0.310. The reactants are [F:1][C:2]1[CH:7]=[CH:6][C:5]([C:8]([F:11])([F:10])[F:9])=[CH:4][C:3]=1[NH:12][C:13]([NH:15][C:16]1[CH:21]=[CH:20][C:19]([C:22]#[C:23][C:24]([NH2:26])=[O:25])=[CH:18][CH:17]=1)=[O:14].I[C:28]1[CH:33]=[CH:32][C:31]([O:34][CH3:35])=[CH:30][CH:29]=1.C(NCC)C.C(O)=O.